From a dataset of NCI-60 drug combinations with 297,098 pairs across 59 cell lines. Regression. Given two drug SMILES strings and cell line genomic features, predict the synergy score measuring deviation from expected non-interaction effect. (1) Drug 1: CC(C)NC(=O)C1=CC=C(C=C1)CNNC.Cl. Drug 2: C(CN)CNCCSP(=O)(O)O. Cell line: EKVX. Synergy scores: CSS=6.45, Synergy_ZIP=0.969, Synergy_Bliss=6.00, Synergy_Loewe=4.22, Synergy_HSA=3.26. (2) Drug 1: CC1=C(N=C(N=C1N)C(CC(=O)N)NCC(C(=O)N)N)C(=O)NC(C(C2=CN=CN2)OC3C(C(C(C(O3)CO)O)O)OC4C(C(C(C(O4)CO)O)OC(=O)N)O)C(=O)NC(C)C(C(C)C(=O)NC(C(C)O)C(=O)NCCC5=NC(=CS5)C6=NC(=CS6)C(=O)NCCC[S+](C)C)O. Drug 2: C1C(C(OC1N2C=NC(=NC2=O)N)CO)O. Cell line: SF-295. Synergy scores: CSS=50.3, Synergy_ZIP=7.17, Synergy_Bliss=8.55, Synergy_Loewe=-1.41, Synergy_HSA=7.96. (3) Drug 1: CN(C)C1=NC(=NC(=N1)N(C)C)N(C)C. Drug 2: COC1=NC(=NC2=C1N=CN2C3C(C(C(O3)CO)O)O)N. Cell line: U251. Synergy scores: CSS=-2.18, Synergy_ZIP=4.06, Synergy_Bliss=6.98, Synergy_Loewe=-0.979, Synergy_HSA=-0.0638.